This data is from Forward reaction prediction with 1.9M reactions from USPTO patents (1976-2016). The task is: Predict the product of the given reaction. (1) Given the reactants [CH3:1][N:2]1[CH:6]=[C:5]([C:7]2[C:11]([CH3:12])=[C:10]([NH:13][C:14](=[O:35])[NH:15][CH2:16][C:17]3[CH:31]=[C:30]([CH2:32][O:33][CH3:34])[CH:29]=[CH:28][C:18]=3[CH2:19][NH:20]C(=O)OC(C)(C)C)[N:9]([C:36]3[CH:41]=[CH:40][CH:39]=[CH:38][CH:37]=3)[N:8]=2)[CH:4]=[N:3]1.FC(F)(F)C(O)=O, predict the reaction product. The product is: [NH2:20][CH2:19][C:18]1[CH:28]=[CH:29][C:30]([CH2:32][O:33][CH3:34])=[CH:31][C:17]=1[CH2:16][NH:15][C:14]([NH:13][C:10]1[N:9]([C:36]2[CH:37]=[CH:38][CH:39]=[CH:40][CH:41]=2)[N:8]=[C:7]([C:5]2[CH:4]=[N:3][N:2]([CH3:1])[CH:6]=2)[C:11]=1[CH3:12])=[O:35]. (2) Given the reactants [Cl:1][C:2]1[CH:18]=[CH:17][C:5]2[CH2:6][CH2:7][N:8]([C:11](=[O:16])[C:12]([F:15])([F:14])[F:13])[CH2:9][CH2:10][C:4]=2[C:3]=1OS(C(F)(F)F)(=O)=O.[C:27]([C:29]1[CH:36]=[CH:35][C:32]([CH2:33][NH2:34])=[CH:31][CH:30]=1)#[N:28].C1C=CC(P(C2C(C3C(P(C4C=CC=CC=4)C4C=CC=CC=4)=CC=C4C=3C=CC=C4)=C3C(C=CC=C3)=CC=2)C2C=CC=CC=2)=CC=1.C(=O)([O-])[O-].[Cs+].[Cs+], predict the reaction product. The product is: [Cl:1][C:2]1[CH:18]=[CH:17][C:5]2[CH2:6][CH2:7][N:8]([C:11](=[O:16])[C:12]([F:15])([F:14])[F:13])[CH2:9][CH2:10][C:4]=2[C:3]=1[NH:34][CH2:33][C:32]1[CH:35]=[CH:36][C:29]([C:27]#[N:28])=[CH:30][CH:31]=1.